This data is from Reaction yield outcomes from USPTO patents with 853,638 reactions. The task is: Predict the reaction yield, written as a fraction of the theoretical maximum amount of product (1.0 means a 100% yield; for example, 0.34 means a 34% yield). The product is [F:30][C:2]1([F:1])[CH2:7][CH2:6][CH2:5][N:4]([C:8]2[CH:13]=[CH:12][C:11]([C:14]3[O:18][N:17]=[C:16]([C:19]4[CH:24]=[CH:23][CH:22]=[CH:21][C:20]=4[O:25][CH3:26])[N:15]=3)=[CH:10][C:9]=2[NH2:27])[CH2:3]1. The yield is 1.00. The reactants are [F:1][C:2]1([F:30])[CH2:7][CH2:6][CH2:5][N:4]([C:8]2[CH:13]=[CH:12][C:11]([C:14]3[O:18][N:17]=[C:16]([C:19]4[CH:24]=[CH:23][CH:22]=[CH:21][C:20]=4[O:25][CH3:26])[N:15]=3)=[CH:10][C:9]=2[N+:27]([O-])=O)[CH2:3]1. The catalyst is CCO.C([O-])(O)=O.[Na+].